Predict the product of the given reaction. From a dataset of Forward reaction prediction with 1.9M reactions from USPTO patents (1976-2016). (1) The product is: [NH2:17][C:15]1[S:16][C:11]([CH3:12])=[C:5]([C:6]([O:8][CH3:9])=[O:7])[N:14]=1. Given the reactants C[O-].[Na+].Cl[CH:5](Cl)[C:6]([O:8][CH3:9])=[O:7].[CH:11](=O)[CH3:12].[NH2:14][C:15]([NH2:17])=[S:16], predict the reaction product. (2) Given the reactants [NH2:1][C:2]([CH3:18])([CH2:5][N:6]1[N:10]=[C:9]2[CH:11]=[C:12]([Cl:17])[CH:13]=[C:14]([CH:15]=[CH2:16])[C:8]2=[N:7]1)[C:3]#[N:4].[F:19][C:20]([F:31])([F:30])[C:21]1[CH:29]=[CH:28][C:24]([C:25](Cl)=[S:26])=[CH:23][CH:22]=1, predict the reaction product. The product is: [Cl:17][C:12]1[CH:13]=[C:14]([CH:15]=[CH2:16])[C:8]2[C:9]([CH:11]=1)=[N:10][N:6]([CH2:5][C:2]([NH:1][C:25](=[S:26])[C:24]1[CH:23]=[CH:22][C:21]([C:20]([F:19])([F:30])[F:31])=[CH:29][CH:28]=1)([C:3]#[N:4])[CH3:18])[N:7]=2. (3) The product is: [Cl:1][C:2]1[CH:10]=[CH:9][C:5]([C:6]([Cl:15])=[O:7])=[CH:4][C:3]=1[OH:11]. Given the reactants [Cl:1][C:2]1[CH:10]=[CH:9][C:5]([C:6](O)=[O:7])=[CH:4][C:3]=1[OH:11].C(Cl)(=O)C([Cl:15])=O, predict the reaction product. (4) Given the reactants [Li+].CC([N-]C(C)C)C.[O:9]1C=C[CH:11]=[C:10]1[C:14]1[N:22]=[CH:21][N:20]=[C:19]2[C:15]=1[N:16]=[CH:17][N:18]2[CH2:23][C:24]1[CH:29]=[CH:28][C:27]([O:30][CH3:31])=[CH:26][CH:25]=1.[Cl:32][C:33](Cl)(Cl)[C:34](Cl)(Cl)Cl.[NH4+].[Cl-:41], predict the reaction product. The product is: [Cl:41][C:17]1[N:18]([CH2:23][C:24]2[CH:29]=[CH:28][C:27]([O:30][CH3:31])=[CH:26][CH:25]=2)[C:19]2[C:15]([N:16]=1)=[C:14]([C:10]1[O:9][C:33]([Cl:32])=[CH:34][CH:11]=1)[N:22]=[CH:21][N:20]=2. (5) The product is: [F:1][C:2]1[CH:7]=[CH:6][CH:5]=[C:4]([F:8])[C:3]=1[N:9]1[C:13]([S:37]([C:27]2[CH:28]=[CH:29][CH:30]=[CH:31][CH:32]=2)(=[O:41])=[O:39])=[CH:12][C:11]([C:21]([O:23][CH2:24][CH3:25])=[O:22])=[N:10]1. Given the reactants [F:1][C:2]1[CH:7]=[CH:6][CH:5]=[C:4]([F:8])[C:3]=1[N:9]1[C:13](SC2C=CC=CC=2)=[CH:12][C:11]([C:21]([O:23][CH2:24][CH3:25])=[O:22])=[N:10]1.Cl[C:27]1[CH:32]=[CH:31][CH:30]=[C:29](C(OO)=O)[CH:28]=1.[S:37]([O-:41])([O-])(=[O:39])=S.[Na+].[Na+], predict the reaction product. (6) Given the reactants Cl[C:2]1[CH:3]=[CH:4][CH:5]=[C:6]2[C:10]=1[C:9](=[O:11])[CH:8]([CH2:12][CH:13]1[CH2:18][CH2:17][CH2:16][CH2:15][CH2:14]1)[CH2:7]2.[C:19]([C:23]1[CH:28]=[CH:27][C:26](B(O)O)=[CH:25][CH:24]=1)([CH3:22])([CH3:21])[CH3:20].C(=O)([O-])[O-].[Na+].[Na+].C(O)CO, predict the reaction product. The product is: [C:19]([C:23]1[CH:28]=[CH:27][C:26]([C:2]2[CH:3]=[CH:4][CH:5]=[C:6]3[C:10]=2[C:9](=[O:11])[CH:8]([CH2:12][CH:13]2[CH2:14][CH2:15][CH2:16][CH2:17][CH2:18]2)[CH2:7]3)=[CH:25][CH:24]=1)([CH3:22])([CH3:21])[CH3:20]. (7) Given the reactants C(O[C:6]([N:8]1[CH2:13][CH2:12][CH:11]([O:14][C:15]2[CH:20]=[CH:19][C:18]([N+:21]([O-:23])=[O:22])=[CH:17][C:16]=2[C:24]([F:27])([F:26])[F:25])[CH2:10][CH2:9]1)=O)(C)(C)C.C=O.C(=O)([O-])O.[Na+], predict the reaction product. The product is: [CH3:6][N:8]1[CH2:13][CH2:12][CH:11]([O:14][C:15]2[CH:20]=[CH:19][C:18]([N+:21]([O-:23])=[O:22])=[CH:17][C:16]=2[C:24]([F:25])([F:26])[F:27])[CH2:10][CH2:9]1.